This data is from KCNQ2 potassium channel screen with 302,405 compounds. The task is: Binary Classification. Given a drug SMILES string, predict its activity (active/inactive) in a high-throughput screening assay against a specified biological target. The compound is Clc1c(NCCCN2CCOCC2)ccc([N+]([O-])=O)c1. The result is 0 (inactive).